Dataset: Full USPTO retrosynthesis dataset with 1.9M reactions from patents (1976-2016). Task: Predict the reactants needed to synthesize the given product. (1) Given the product [CH3:16][O:17][CH2:18][CH2:19][N:20]([CH3:21])[C:2]1[CH:3]=[CH:4][C:5]2[O:9][C:8]([C:10]([O:12][CH3:13])=[O:11])=[C:7]([CH3:14])[C:6]=2[CH:15]=1, predict the reactants needed to synthesize it. The reactants are: Br[C:2]1[CH:3]=[CH:4][C:5]2[O:9][C:8]([C:10]([O:12][CH3:13])=[O:11])=[C:7]([CH3:14])[C:6]=2[CH:15]=1.[CH3:16][O:17][CH2:18][CH2:19][NH:20][CH3:21].C(=O)([O-])[O-].[Cs+].[Cs+].CC1(C)C2C=CC=C(P(C3C=CC=CC=3)C3C=CC=CC=3)C=2OC2C1=CC=CC=2P(C1C=CC=CC=1)C1C=CC=CC=1. (2) The reactants are: [C:1]1([C:7]2([CH2:13][CH2:14][C:15]([OH:17])=O)[CH2:12][CH2:11][CH2:10][CH2:9][CH2:8]2)[CH:6]=[CH:5][CH:4]=[CH:3][CH:2]=1.O/[N:19]=[C:20](/[C:22]1[CH:39]=[CH:38][C:25]([CH2:26][N:27]2[CH2:30][CH:29]([C:31]([O:33][C:34]([CH3:37])([CH3:36])[CH3:35])=[O:32])[CH2:28]2)=[CH:24][CH:23]=1)\[NH2:21].C(N=C=NC(C)C)(C)C.CCCC[N+](CCCC)(CCCC)CCCC.[F-]. Given the product [C:1]1([C:7]2([CH2:13][CH2:14][C:15]3[O:17][N:21]=[C:20]([C:22]4[CH:23]=[CH:24][C:25]([CH2:26][N:27]5[CH2:28][CH:29]([C:31]([O:33][C:34]([CH3:35])([CH3:37])[CH3:36])=[O:32])[CH2:30]5)=[CH:38][CH:39]=4)[N:19]=3)[CH2:8][CH2:9][CH2:10][CH2:11][CH2:12]2)[CH:2]=[CH:3][CH:4]=[CH:5][CH:6]=1, predict the reactants needed to synthesize it. (3) Given the product [Cl:19][C:16]1[C:15]([C:20]([F:23])([F:22])[F:21])=[N:14][N:13]([CH2:12][C:11]([N:8]2[CH2:7][CH2:6][C:5]([C:25]3[CH:26]=[CH:27][C:28]([Cl:31])=[CH:29][CH:30]=3)([C:3]([OH:4])=[O:2])[CH2:10][CH2:9]2)=[O:24])[C:17]=1[CH3:18], predict the reactants needed to synthesize it. The reactants are: C[O:2][C:3]([C:5]1([C:25]2[CH:30]=[CH:29][C:28]([Cl:31])=[CH:27][CH:26]=2)[CH2:10][CH2:9][N:8]([C:11](=[O:24])[CH2:12][N:13]2[C:17]([CH3:18])=[C:16]([Cl:19])[C:15]([C:20]([F:23])([F:22])[F:21])=[N:14]2)[CH2:7][CH2:6]1)=[O:4].CCO.[OH-].[Na+].